This data is from Forward reaction prediction with 1.9M reactions from USPTO patents (1976-2016). The task is: Predict the product of the given reaction. (1) Given the reactants [Cl:1][C:2]1[CH:3]=[C:4]([C:9]23[CH2:14][CH:13]2[CH2:12][C:11](=O)[CH2:10]3)[CH:5]=[CH:6][C:7]=1[Cl:8].CN.[BH3-][C:19]#[N:20].[Na+].[ClH:22].[CH3:23][OH:24], predict the reaction product. The product is: [ClH:1].[CH3:19][NH:20][CH:11]1[CH2:12][CH:13]2[C:9]([C:4]3[CH:5]=[CH:6][C:7]([Cl:8])=[C:2]([Cl:1])[CH:3]=3)([CH2:14]2)[CH2:10]1.[ClH:22].[CH2:23]([O:24][CH2:2][CH3:7])[CH3:19]. (2) The product is: [C:22]1([NH:21][C:15](=[O:17])[CH2:14][N:7]2[C:8]3[C:13](=[CH:12][CH:11]=[CH:10][CH:9]=3)[C:5]3([C:4](=[O:20])[NH:3][C:2](=[O:1])[NH:19]3)[C:6]2=[O:18])[CH:27]=[CH:26][CH:25]=[CH:24][CH:23]=1. Given the reactants [O:1]=[C:2]1[NH:19][C:5]2([C:13]3[C:8](=[CH:9][CH:10]=[CH:11][CH:12]=3)[N:7]([CH2:14][C:15]([OH:17])=O)[C:6]2=[O:18])[C:4](=[O:20])[NH:3]1.[NH2:21][C:22]1[CH:27]=[CH:26][CH:25]=[CH:24][CH:23]=1.C(N(CC)CC)C.C(O)(C(F)(F)F)=O, predict the reaction product. (3) The product is: [Cl:20][C:16]1[CH:15]=[C:14]([C:5]2[C:4]3[C:9](=[CH:10][CH:11]=[C:2]([C:27]([C:25]4[S:26][C:22]([Cl:21])=[CH:23][CH:24]=4)([C:29]4[N:30]([CH3:34])[CH:31]=[N:32][CH:33]=4)[OH:28])[CH:3]=3)[N:8]=[C:7]([O:12][CH3:13])[CH:6]=2)[CH:19]=[CH:18][CH:17]=1. Given the reactants Br[C:2]1[CH:3]=[C:4]2[C:9](=[CH:10][CH:11]=1)[N:8]=[C:7]([O:12][CH3:13])[CH:6]=[C:5]2[C:14]1[CH:19]=[CH:18][CH:17]=[C:16]([Cl:20])[CH:15]=1.[Cl:21][C:22]1[S:26][C:25]([C:27]([C:29]2[N:30]([CH3:34])[CH:31]=[N:32][CH:33]=2)=[O:28])=[CH:24][CH:23]=1, predict the reaction product. (4) Given the reactants [C:1]([O:7][CH2:8][CH3:9])(=[O:6])[CH2:2][C:3]([O-:5])=O.C([Li])CCC.C([O-])(=O)CC([O-])=O.[F:22][C:23]1([F:29])[CH2:25][CH:24]1C(Cl)=O.[Mn]([O-])(=O)(=O)=O.[K+].C(=O)([O-])O.[Na+], predict the reaction product. The product is: [CH2:8]([O:7][C:1](=[O:6])[CH2:2][C:3]([CH:24]1[CH2:25][C:23]1([F:29])[F:22])=[O:5])[CH3:9]. (5) The product is: [CH3:4][C:2]([C:5]#[C:6]/[CH:7]=[CH:8]/[CH2:9][N:10]([CH2:12][C:13]1[CH:14]=[CH:15][CH:16]=[C:17]2[CH:22]=[CH:21][CH:20]=[CH:19][C:18]=12)[CH3:11])([CH3:1])[CH3:3].[ClH:23]. Given the reactants [CH3:1][C:2]([C:5]#[C:6]/[CH:7]=[CH:8]/[CH2:9][N:10]([CH2:12][C:13]1[CH:14]=[CH:15][CH:16]=[C:17]2[CH:22]=[CH:21][CH:20]=[CH:19][C:18]=12)[CH3:11])([CH3:4])[CH3:3].[ClH:23], predict the reaction product. (6) Given the reactants C(N(C(C)C)CC)(C)C.[CH3:10][NH:11][CH:12]1[CH2:16][CH2:15][NH:14][CH2:13]1.Cl[C:18]1[CH:23]=[CH:22][C:21]2=[N:24][C:25]([C:27]3[CH:28]=[CH:29][C:30]([CH3:40])=[C:31]([NH:33][C:34](=[O:39])[C:35]([CH3:38])([CH3:37])[CH3:36])[CH:32]=3)=[CH:26][N:20]2[N:19]=1, predict the reaction product. The product is: [CH3:36][C:35]([CH3:38])([CH3:37])[C:34]([NH:33][C:31]1[CH:32]=[C:27]([C:25]2[N:24]=[C:21]3[N:20]([CH:26]=2)[N:19]=[C:18]([N:14]2[CH2:15][CH2:16][CH:12]([NH:11][CH3:10])[CH2:13]2)[CH:23]=[CH:22]3)[CH:28]=[CH:29][C:30]=1[CH3:40])=[O:39]. (7) Given the reactants C([O:5][C:6](=[O:27])/[CH:7]=[CH:8]/[C:9]1[CH:13]=[CH:12][N:11]([S:14]([C:17]2[CH:26]=[CH:25][C:24]3[C:19](=[CH:20][CH:21]=[CH:22][CH:23]=3)[CH:18]=2)(=[O:16])=[O:15])[CH:10]=1)(C)(C)C, predict the reaction product. The product is: [CH:18]1[C:19]2[C:24](=[CH:23][CH:22]=[CH:21][CH:20]=2)[CH:25]=[CH:26][C:17]=1[S:14]([N:11]1[CH:12]=[CH:13][C:9](/[CH:8]=[CH:7]/[C:6]([OH:27])=[O:5])=[CH:10]1)(=[O:16])=[O:15].